From a dataset of Catalyst prediction with 721,799 reactions and 888 catalyst types from USPTO. Predict which catalyst facilitates the given reaction. (1) Reactant: [C:1]([C:3]1[CH:4]=[C:5]2[N:10]([C:11]=1[C:12]1[CH:13]=[N:14][C:15]([CH3:18])=[CH:16][CH:17]=1)[CH:9]=[CH:8][C:7]([CH2:19][N:20]1[CH:24]=[C:23]([C:25]([O:32]C(=O)C3C=CC([N+]([O-])=O)=CC=3)([C:28]([F:31])([F:30])[F:29])[CH2:26][CH3:27])[N:22]=[N:21]1)=[CH:6]2)#[N:2].[Li+].[OH-]. Product: [OH:32][C:25]([C:23]1[N:22]=[N:21][N:20]([CH2:19][C:7]2[CH:8]=[CH:9][N:10]3[C:5]([CH:6]=2)=[CH:4][C:3]([C:1]#[N:2])=[C:11]3[C:12]2[CH:13]=[N:14][C:15]([CH3:18])=[CH:16][CH:17]=2)[CH:24]=1)([C:28]([F:31])([F:30])[F:29])[CH2:26][CH3:27]. The catalyst class is: 5. (2) Reactant: [CH2:1]=[CH:2][C:3]1[CH:8]=[CH:7][CH:6]=[CH:5][CH:4]=1.C([C:15]1(CCCCCC)[C:20]2[CH:21]=[C:16]([CH:15]=C)[CH:17]=[CH:18][C:19]=2[C:21]2[C:16]1=[CH:17][C:18](C=C)=[CH:19][CH:20]=2)CCCCC. Product: [CH2:2]([C:3]1[C:8]2[CH2:15][C:16]3[C:17](=[CH:18][CH:19]=[CH:20][CH:21]=3)[C:7]=2[CH:6]=[CH:5][CH:4]=1)[CH2:1][CH2:1][CH2:2][CH2:3][CH3:4]. The catalyst class is: 159. (3) Reactant: [Cl:1][C:2]1[NH:10][C:9]2[C:8](=[O:11])[N:7]([CH2:12][CH2:13][CH2:14][CH2:15][C:16]([O:18]C)=O)[C:6](=[O:20])[N:5]([CH2:21][CH2:22][CH2:23][CH2:24][CH3:25])[C:4]=2[N:3]=1.[CH3:26][CH2:27][O-].[Na+]. Product: [Cl:1][C:2]1[NH:10][C:9]2[C:8](=[O:11])[N:7]([CH2:12][CH2:13][CH2:14][CH2:15][C:16]3[O:18][N:10]=[C:2]([C:26]4[CH:27]=[CH:15][CH:14]=[CH:13][CH:12]=4)[N:3]=3)[C:6](=[O:20])[N:5]([CH2:21][CH2:22][CH2:23][CH2:24][CH3:25])[C:4]=2[N:3]=1. The catalyst class is: 14. (4) Reactant: [O:1]=[C:2]1[C:6]2([CH2:9][CH2:8][CH2:7]2)[N:5]([C:10]2[CH:15]=[CH:14][C:13]([N:16]3[CH2:21][CH2:20][NH:19][CH2:18][CH2:17]3)=[CH:12][CH:11]=2)[C:4](=[S:22])[N:3]1[C:23]1[CH:24]=[C:25]([C:31]([F:34])([F:33])[F:32])[C:26]([C:29]#[N:30])=[N:27][CH:28]=1.[CH3:35][C:36]([O:39][C:40](O[C:40]([O:39][C:36]([CH3:38])([CH3:37])[CH3:35])=[O:41])=[O:41])([CH3:38])[CH3:37]. Product: [C:29]([C:26]1[N:27]=[CH:28][C:23]([N:3]2[C:2](=[O:1])[C:6]3([CH2:7][CH2:8][CH2:9]3)[N:5]([C:10]3[CH:15]=[CH:14][C:13]([N:16]4[CH2:21][CH2:20][N:19]([C:40]([O:39][C:36]([CH3:38])([CH3:37])[CH3:35])=[O:41])[CH2:18][CH2:17]4)=[CH:12][CH:11]=3)[C:4]2=[S:22])=[CH:24][C:25]=1[C:31]([F:33])([F:32])[F:34])#[N:30]. The catalyst class is: 2. (5) Reactant: [C:1]([O:5][C:6]([N:8]1[CH2:13][CH2:12][N:11]([C:14]2[CH:19]=[CH:18][CH:17]=[C:16]([C:20]([OH:22])=O)[CH:15]=2)[CH2:10][CH2:9]1)=[O:7])([CH3:4])([CH3:3])[CH3:2].[C:23]1([NH2:30])[CH:28]=[CH:27][CH:26]=[CH:25][C:24]=1[NH2:29]. Product: [C:1]([O:5][C:6]([N:8]1[CH2:9][CH2:10][N:11]([C:14]2[CH:19]=[CH:18][CH:17]=[C:16]([C:20](=[O:22])[NH:29][C:24]3[CH:25]=[CH:26][CH:27]=[CH:28][C:23]=3[NH2:30])[CH:15]=2)[CH2:12][CH2:13]1)=[O:7])([CH3:2])([CH3:3])[CH3:4]. The catalyst class is: 10. (6) Reactant: [Cl-].[NH4+:2].C[Al](C)C.[C:7]1([CH:13]([CH3:16])[C:14]#[N:15])[CH:12]=[CH:11][CH:10]=[CH:9][CH:8]=1. Product: [C:7]1([CH:13]([CH3:16])[C:14](=[NH:2])[NH2:15])[CH:12]=[CH:11][CH:10]=[CH:9][CH:8]=1. The catalyst class is: 451. (7) Reactant: [F:1][C:2]([F:20])([F:19])[C:3]1[CH:4]=[C:5]([NH:9][C:10]2[C:11](=[CH:15][CH:16]=[CH:17][CH:18]=2)[C:12]([OH:14])=O)[CH:6]=[CH:7][CH:8]=1.N[C@H](C(C(OCC1C=CC=CC=1)=O)=O)CCSC.C(=O)([O-])[O-].[Na+].[Na+]. Product: [F:19][C:2]([F:1])([F:20])[C:3]1[CH:8]=[CH:7][C:6]2[C:12](=[O:14])[C:11]3[C:10]([NH:9][C:5]=2[CH:4]=1)=[CH:18][CH:17]=[CH:16][CH:15]=3. The catalyst class is: 6.